Task: Predict the product of the given reaction.. Dataset: Forward reaction prediction with 1.9M reactions from USPTO patents (1976-2016) (1) Given the reactants C([O:5][NH:6][C:7]([C@:9]1([CH3:44])[C@H:14]([NH:15][S:16]([C:19]2[CH:24]=[CH:23][C:22]([O:25][CH2:26][C:27]3[C:36]4[C:31](=[CH:32][CH:33]=[CH:34][CH:35]=4)[N:30]=[C:29]([CH3:37])[CH:28]=3)=[CH:21][CH:20]=2)(=[O:18])=[O:17])[CH2:13][CH2:12][N:11]([S:38]([CH:41]([CH3:43])[CH3:42])(=[O:40])=[O:39])[CH2:10]1)=[O:8])(C)(C)C.FC(F)(F)C(O)=O, predict the reaction product. The product is: [OH:5][NH:6][C:7]([C@:9]1([CH3:44])[C@H:14]([NH:15][S:16]([C:19]2[CH:24]=[CH:23][C:22]([O:25][CH2:26][C:27]3[C:36]4[C:31](=[CH:32][CH:33]=[CH:34][CH:35]=4)[N:30]=[C:29]([CH3:37])[CH:28]=3)=[CH:21][CH:20]=2)(=[O:17])=[O:18])[CH2:13][CH2:12][N:11]([S:38]([CH:41]([CH3:42])[CH3:43])(=[O:40])=[O:39])[CH2:10]1)=[O:8]. (2) Given the reactants [C:1]([C:3]1[CH:8]=[CH:7][C:6]([CH2:9][NH:10][C:11]([N:13]2[CH2:18][CH2:17][N:16](C(OC(C)(C)C)=O)[CH2:15][CH2:14]2)=[O:12])=[CH:5][CH:4]=1)#[N:2].C(O)(C(F)(F)F)=O, predict the reaction product. The product is: [C:1]([C:3]1[CH:4]=[CH:5][C:6]([CH2:9][NH:10][C:11]([N:13]2[CH2:14][CH2:15][NH:16][CH2:17][CH2:18]2)=[O:12])=[CH:7][CH:8]=1)#[N:2]. (3) Given the reactants [Br:1][C:2]1[CH:7]=[CH:6][C:5]([OH:8])=[CH:4][N:3]=1.[CH2:9](Br)[C:10]1[CH:15]=[CH:14][CH:13]=[CH:12][CH:11]=1.C(=O)([O-])[O-].[K+].[K+], predict the reaction product. The product is: [CH2:9]([O:8][C:5]1[CH:6]=[CH:7][C:2]([Br:1])=[N:3][CH:4]=1)[C:10]1[CH:15]=[CH:14][CH:13]=[CH:12][CH:11]=1. (4) Given the reactants [F:1][C:2]1[CH:3]=[C:4]2[C:9](=[C:10]([N:12]3[CH2:17][CH2:16][N:15]([CH3:18])[CH2:14][CH2:13]3)[CH:11]=1)[O:8][CH:7]([C:19]([NH:21][C:22]1[CH:27]=[CH:26][C:25](N3C(=O)CN(C)C3=O)=[CH:24][CH:23]=1)=[O:20])[CH2:6][CH2:5]2.[CH3:36][C:37]1[N:41]=[C:40](C2C=CC(N)=CC=2)[O:39][N:38]=1, predict the reaction product. The product is: [F:1][C:2]1[CH:3]=[C:4]2[C:9](=[C:10]([N:12]3[CH2:17][CH2:16][N:15]([CH3:18])[CH2:14][CH2:13]3)[CH:11]=1)[O:8][CH:7]([C:19]([NH:21][C:22]1[CH:27]=[CH:26][C:25]([C:40]3[O:39][N:38]=[C:37]([CH3:36])[N:41]=3)=[CH:24][CH:23]=1)=[O:20])[CH2:6][CH2:5]2. (5) Given the reactants [Si:1]([O:8][CH2:9][C:10]1[CH:15]=[CH:14][C:13]([CH:16]([OH:21])[CH2:17][CH:18]([CH3:20])[CH3:19])=[CH:12][N:11]=1)([C:4]([CH3:7])([CH3:6])[CH3:5])([CH3:3])[CH3:2], predict the reaction product. The product is: [Si:1]([O:8][CH2:9][C:10]1[CH:15]=[CH:14][C:13]([C:16](=[O:21])[CH2:17][CH:18]([CH3:19])[CH3:20])=[CH:12][N:11]=1)([C:4]([CH3:7])([CH3:6])[CH3:5])([CH3:3])[CH3:2]. (6) Given the reactants C(OC([N:8]1[CH2:13][CH2:12][N:11]([C:14]2[CH:19]=[CH:18][C:17]([N+:20]([O-:22])=[O:21])=[CH:16][C:15]=2[F:23])[CH2:10][CH2:9]1)=O)(C)(C)C.CCO.[ClH:27], predict the reaction product. The product is: [ClH:27].[ClH:27].[F:23][C:15]1[CH:16]=[C:17]([N+:20]([O-:22])=[O:21])[CH:18]=[CH:19][C:14]=1[N:11]1[CH2:12][CH2:13][NH:8][CH2:9][CH2:10]1. (7) Given the reactants [C:1]([O:4][C@@H:5]1[C@@H:10]([O:11][C:12](=[O:14])[CH3:13])[C@H:9]([O:15][C:16](=[O:18])[CH3:17])[C@@H:8]([CH2:19][O:20][C:21](=[O:23])[CH3:22])[O:7][C@H:6]1[O:24][C:25]1[C:29]([CH2:30][C:31]2[CH:36]=[CH:35][C:34]([CH2:37][CH2:38][NH:39]C(OCC3C=CC=CC=3)=O)=[CH:33][C:32]=2[CH3:50])=[C:28]([CH:51]([CH3:53])[CH3:52])[NH:27][N:26]=1)(=[O:3])[CH3:2], predict the reaction product. The product is: [C:1]([O:4][C@@H:5]1[C@@H:10]([O:11][C:12](=[O:14])[CH3:13])[C@H:9]([O:15][C:16](=[O:18])[CH3:17])[C@@H:8]([CH2:19][O:20][C:21](=[O:23])[CH3:22])[O:7][C@H:6]1[O:24][C:25]1[C:29]([CH2:30][C:31]2[CH:36]=[CH:35][C:34]([CH2:37][CH2:38][NH2:39])=[CH:33][C:32]=2[CH3:50])=[C:28]([CH:51]([CH3:53])[CH3:52])[NH:27][N:26]=1)(=[O:3])[CH3:2]. (8) Given the reactants [CH3:1][C:2]1[O:3][C:4]([C:10]([F:13])([F:12])[F:11])=[C:5]([C:7]([OH:9])=O)[N:6]=1.[CH:14]1([CH2:17][CH2:18][NH:19][C:20]([C:22]2[N:23]=[N:24][C:25]([N:28]3[CH2:33][CH2:32][NH:31][CH2:30][CH2:29]3)=[CH:26][CH:27]=2)=[O:21])[CH2:16][CH2:15]1, predict the reaction product. The product is: [CH:14]1([CH2:17][CH2:18][NH:19][C:20]([C:22]2[N:23]=[N:24][C:25]([N:28]3[CH2:33][CH2:32][N:31]([C:7]([C:5]4[N:6]=[C:2]([CH3:1])[O:3][C:4]=4[C:10]([F:13])([F:12])[F:11])=[O:9])[CH2:30][CH2:29]3)=[CH:26][CH:27]=2)=[O:21])[CH2:16][CH2:15]1.